From a dataset of Experimentally validated miRNA-target interactions with 360,000+ pairs, plus equal number of negative samples. Binary Classification. Given a miRNA mature sequence and a target amino acid sequence, predict their likelihood of interaction. (1) The miRNA is mmu-miR-590-3p with sequence UAAUUUUAUGUAUAAGCUAGU. The protein sequence of the target gene is MQEPREQTLSQVNNPDASDEKPETSSLASNLSMSEEIMTCTDYIPRSSNDYTSQMYSAKPYAHILSVPVSETTYPGQTQYQTLQQSQPYAVYPQATQTYGLPPFASSTNASLIPTSSAIANIPAAAVASISNQDYPTYTILGQNQYQACYPSSSFGVTGQTNSDAETTTLAATTYQTEKPSAMVPAPATQRLPSDSSASPPLSQTTPNKDADDQARKNMTVKNRGKRKADASSSQDSELERVFLWDLDETIIIFHSLLTGSYAQKYGKDPTVVIGSGLTMEEMIFEVADTHLFFNDLEEC.... Result: 0 (no interaction). (2) The miRNA is hsa-miR-628-3p with sequence UCUAGUAAGAGUGGCAGUCGA. The protein sequence of the target gene is MSESWQQPPQTQPQQPQPPQPQHHAEPPPALAEHTLPPGTAENPLGCAVYGILLQPDPGLQPPQHAPLQAAGEPGPKCGVCGHDLAHLSSPHEHQCLAGHDRSFQCTQCLKIFHQATDLLEHQCVQAEQKPFVCGVCKMGFSLLTSLAQHHSSHSGLVKCSICEKTYKPAEAAEPATTAAPSLPAAPAPSTVTPAEQADKPYSCPICQKPFKHLSELSRHERIHTGEKPYKCTLCDKSFSQSSHLVHHKRTHSSERPYKCAVCEKTFKHRSHLVRHMYAHSGEHHLFRCNVCELHFKESS.... Result: 0 (no interaction). (3) The miRNA is hsa-miR-6074 with sequence GAUAUUCAGAGGCUAGGUGG. The protein sequence of the target gene is MAAAAAARAVPVSSGFRGLRRTLPLVVILGATGTGKSTLALQLGQRLGGEIVSADSMQVYEGLDIITNKVSAQEQKMCQHHMISFVDPLVTSYTVVDFRNKATALIEDIFARDKIPIVVGGTNYYIESLLWKVLITTKPQEMGTGKVVDRKVELEKEDGHELHKRLSQVDPEMAAKLHPHDKRKVARSLQVFEETGISHSEFLHRQHAEEGGGPLGGPLRFPNPCILWLHADQAVLDERLDKRVDDMLAAGLLEELRGFHRRYNLKNISENSQDYQHGIFQSIGFKEFHEYLTTEGKCTP.... Result: 0 (no interaction). (4) The miRNA is hsa-miR-4699-3p with sequence AAUUUACUCUGCAAUCUUCUCC. The protein sequence of the target gene is MAVLAGSLLGPTSRSAALLGGRWLQPRAWLGFPDAWGLPTPQQARGKARGNEYQPSNIKRKNKHGWVRRLSTPAGVQVILRRMLKGRKSLSH. Result: 1 (interaction).